Dataset: Catalyst prediction with 721,799 reactions and 888 catalyst types from USPTO. Task: Predict which catalyst facilitates the given reaction. (1) Reactant: F[C:2]1[CH:3]=[CH:4][C:5]([N+:12]([O-:14])=[O:13])=[C:6]([C:8]([F:11])([F:10])[F:9])[CH:7]=1.[NH2:15][C@H:16]1[CH2:21][CH2:20][C@H:19]([OH:22])[CH2:18][CH2:17]1. Product: [N+:12]([C:5]1[CH:4]=[CH:3][C:2]([NH:15][CH:16]2[CH2:21][CH2:20][CH:19]([OH:22])[CH2:18][CH2:17]2)=[CH:7][C:6]=1[C:8]([F:11])([F:10])[F:9])([O-:14])=[O:13]. The catalyst class is: 633. (2) Reactant: [I-].[CH2:2]([N+:6]1[C:10]([CH3:11])=[C:9]([CH3:12])[S:8][C:7]=1[CH3:13])[CH2:3][CH2:4][CH3:5].[O:14]1[C:18]2[CH:19]=[CH:20][C:21]([C:23](Cl)=[O:24])=[CH:22][C:17]=2[O:16][CH2:15]1. Product: [O:14]1[C:18]2[CH:19]=[CH:20][C:21]([C:23](=[O:24])/[CH:13]=[C:7]3\[S:8][C:9]([CH3:12])=[C:10]([CH3:11])[N:6]\3[CH2:2][CH2:3][CH2:4][CH3:5])=[CH:22][C:17]=2[O:16][CH2:15]1. The catalyst class is: 142. (3) Reactant: [CH3:1][C:2]1[C:6]([C:7]([OH:9])=O)=[CH:5][O:4][N:3]=1.C(Cl)(=O)C(Cl)=O.CN(C=O)C.[F:21][CH:22]([F:43])[O:23][C:24]1[CH:29]=[CH:28][C:27]([C:30]23[NH:42][CH2:41][CH2:40][N:31]2[C:32](=[O:39])[C:33]2[N:34]([CH:36]=[CH:37][CH:38]=2)[CH2:35]3)=[CH:26][CH:25]=1. Product: [F:43][CH:22]([F:21])[O:23][C:24]1[CH:29]=[CH:28][C:27]([C:30]23[N:42]([C:7]([C:6]4[C:2]([CH3:1])=[N:3][O:4][CH:5]=4)=[O:9])[CH2:41][CH2:40][N:31]2[C:32](=[O:39])[C:33]2[N:34]([CH:36]=[CH:37][CH:38]=2)[CH2:35]3)=[CH:26][CH:25]=1. The catalyst class is: 202. (4) Reactant: [ClH:1].C(OC(=O)[NH:8][CH:9]1[CH2:13][CH2:12][N:11]([CH2:14][C:15]2[CH:20]=[CH:19][C:18]([CH3:21])=[CH:17][CH:16]=2)[C:10]1=[O:22])(C)(C)C. Product: [ClH:1].[NH2:8][CH:9]1[CH2:13][CH2:12][N:11]([CH2:14][C:15]2[CH:20]=[CH:19][C:18]([CH3:21])=[CH:17][CH:16]=2)[C:10]1=[O:22]. The catalyst class is: 2. (5) Reactant: [Br:1][C:2]1[S:3][C:4]([CH:7]([OH:10])[CH2:8][CH3:9])=[CH:5][N:6]=1.CC(OI1(OC(C)=O)(OC(C)=O)OC(=O)C2C=CC=CC1=2)=O. Product: [Br:1][C:2]1[S:3][C:4]([C:7](=[O:10])[CH2:8][CH3:9])=[CH:5][N:6]=1. The catalyst class is: 4.